Dataset: Catalyst prediction with 721,799 reactions and 888 catalyst types from USPTO. Task: Predict which catalyst facilitates the given reaction. (1) Reactant: NC1C=[C:4]([C:9]([C:18]2[CH:23]=[CH:22][C:21]([CH3:24])=[C:20](N)C=2)([C:14](F)(F)F)[C:10](F)(F)F)[CH:5]=[CH:6][C:7]=1C.[CH:26]12[C:38](=O)[O:37][C:35](=[O:36])[CH:27]1[CH:28]1[C:33](=[O:34])[O:32][C:30](=O)[CH:29]12.C([O:43][C:44](=[O:46])[CH3:45])(=O)C.N1[CH:52]=[CH:51][CH:50]=[CH:49][CH:48]=1. Product: [CH3:38][C@H:26]1[C@H:38]([O:37][C:35]([C:27]2[CH:52]=[CH:51][CH:50]=[CH:49][CH:48]=2)=[O:36])[C@@H:26]2[CH:20]=[C:21]([CH3:24])[C@H:22]([O:37][C:35]([CH3:27])=[O:36])[C@H:23]([O:34][C:33]([CH3:28])=[O:32])[C@@H:18]([O:46][C:44]([CH3:45])=[O:43])[C:9]([CH3:10])([CH3:14])[CH:4]=[CH:5][C@H:6]([CH3:7])[C@H:30]([O:32][C:33]([CH3:28])=[O:34])[C@@:29]2([O:43][C:44]([CH3:45])=[O:46])[CH2:29]1. The catalyst class is: 37. (2) Reactant: [NH2:1][C:2]1[CH:12]=[C:11]([F:13])[CH:10]=[CH:9][C:3]=1[C:4](OCC)=[O:5].C([O-])=O.[NH4+].[CH:18]([NH2:20])=O. Product: [CH:10]1[C:11]([F:13])=[CH:12][C:2]2[NH:1][CH:18]=[N:20][C:4](=[O:5])[C:3]=2[CH:9]=1. The catalyst class is: 25. (3) Reactant: Cl.Cl.[NH2:3][CH:4]1[CH2:9][CH2:8][N:7]([CH2:10][C:11]2[S:19][C:18]3[C:17]([N:20]4[CH2:25][CH2:24][O:23][CH2:22][CH2:21]4)=[N:16][C:15]([C:26]4[CH:27]=[C:28]([OH:32])[CH:29]=[CH:30][CH:31]=4)=[N:14][C:13]=3[CH:12]=2)[CH2:6][CH2:5]1.C(N(CC)CC)C.[C:40](Cl)(=[O:42])[CH3:41]. Product: [OH:32][C:28]1[CH:27]=[C:26]([C:15]2[N:16]=[C:17]([N:20]3[CH2:21][CH2:22][O:23][CH2:24][CH2:25]3)[C:18]3[S:19][C:11]([CH2:10][N:7]4[CH2:6][CH2:5][CH:4]([NH:3][C:40](=[O:42])[CH3:41])[CH2:9][CH2:8]4)=[CH:12][C:13]=3[N:14]=2)[CH:31]=[CH:30][CH:29]=1. The catalyst class is: 4. (4) Reactant: [N+:1](/[CH:4]=[CH:5]/[C:6]1[CH:11]=[CH:10][CH:9]=[CH:8][CH:7]=1)([O-:3])=[O:2].[C:12]([O:20][CH2:21][CH3:22])(=[O:19])[CH2:13][C:14]([O:16][CH2:17][CH3:18])=[O:15]. Product: [CH2:21]([O:20][C:12]([CH:13]([C@@H:5]([C:6]1[CH:11]=[CH:10][CH:9]=[CH:8][CH:7]=1)[CH2:4][N+:1]([O-:3])=[O:2])[C:14]([O:16][CH2:17][CH3:18])=[O:15])=[O:19])[CH3:22]. The catalyst class is: 11.